From a dataset of Catalyst prediction with 721,799 reactions and 888 catalyst types from USPTO. Predict which catalyst facilitates the given reaction. (1) Reactant: [F:1][C:2]1([F:56])[CH2:7][CH2:6][CH:5]([C:8]2[C:17]3[CH:16]([O:18][CH2:19][C:20]4[CH:25]=[CH:24][C:23]([O:26][CH3:27])=[CH:22][CH:21]=4)[CH2:15][C:14]([CH3:29])([CH3:28])[CH2:13][C:12]=3[N:11]=[C:10]([CH:30]3[CH2:35][CH2:34][N:33]([C:36]4[N:41]=[CH:40][C:39]([CH:42]=[O:43])=[CH:38][N:37]=4)[CH2:32][CH2:31]3)[C:9]=2[CH:44]([F:55])[C:45]2[CH:50]=[CH:49][C:48]([C:51]([F:54])([F:53])[F:52])=[CH:47][CH:46]=2)[CH2:4][CH2:3]1.[CH2:57]([Mg]Br)[CH:58]([CH3:60])[CH3:59].O1CCCC1.[Cl-].[NH4+]. Product: [F:56][C:2]1([F:1])[CH2:7][CH2:6][CH:5]([C:8]2[C:17]3[CH:16]([O:18][CH2:19][C:20]4[CH:21]=[CH:22][C:23]([O:26][CH3:27])=[CH:24][CH:25]=4)[CH2:15][C:14]([CH3:28])([CH3:29])[CH2:13][C:12]=3[N:11]=[C:10]([CH:30]3[CH2:31][CH2:32][N:33]([C:36]4[N:41]=[CH:40][C:39]([CH:42]([OH:43])[CH2:57][CH:58]([CH3:60])[CH3:59])=[CH:38][N:37]=4)[CH2:34][CH2:35]3)[C:9]=2[CH:44]([F:55])[C:45]2[CH:46]=[CH:47][C:48]([C:51]([F:53])([F:52])[F:54])=[CH:49][CH:50]=2)[CH2:4][CH2:3]1. The catalyst class is: 7. (2) Reactant: Br[C:2]1[CH:3]=[C:4]([CH:7]=[C:8]([F:10])[CH:9]=1)[C:5]#[N:6].C([Mg]Cl)(C)C.CN([CH:19]=[O:20])C.Cl. Product: [F:10][C:8]1[CH:7]=[C:4]([CH:3]=[C:2]([CH:19]=[O:20])[CH:9]=1)[C:5]#[N:6]. The catalyst class is: 116.